Dataset: Retrosynthesis with 50K atom-mapped reactions and 10 reaction types from USPTO. Task: Predict the reactants needed to synthesize the given product. (1) The reactants are: CSC1CN(C(=O)Cn2nc(C(F)(F)F)cc2C)CCC1C(N)=S.O=C(CCl)C1=NOC(c2c(F)cccc2F)C1. Given the product CSC1CN(C(=O)Cn2nc(C(F)(F)F)cc2C)CCC1c1nc(C2=NOC(c3c(F)cccc3F)C2)cs1, predict the reactants needed to synthesize it. (2) Given the product CCOC(=O)C(C)Oc1ccc(C)cc1, predict the reactants needed to synthesize it. The reactants are: CCOC(=O)C(C)Br.Cc1ccc(O)cc1. (3) The reactants are: C1COCCN1.CN1CC(CCCl)Oc2ncccc2C1=O. Given the product CN1CC(CCN2CCOCC2)Oc2ncccc2C1=O, predict the reactants needed to synthesize it. (4) Given the product O=C(O)CCCCCNS(=O)(=O)c1ccc(Cl)cc1, predict the reactants needed to synthesize it. The reactants are: NCCCCCC(=O)O.O=S(=O)(Cl)c1ccc(Cl)cc1. (5) The reactants are: CC(C)(CO)CS(N)(=O)=O.Cc1ccc(S(=O)(=O)Cl)cc1. Given the product Cc1ccc(S(=O)(=O)OCC(C)(C)CS(N)(=O)=O)cc1, predict the reactants needed to synthesize it. (6) Given the product COCn1c(=O)c2c(c3ccc(Cc4nnn[nH]4)cc31)NCCC2, predict the reactants needed to synthesize it. The reactants are: COCn1c(=O)c2c(c3ccc(CC#N)cc31)NCCC2.[N-]=[N+]=[N-]. (7) Given the product CS(=O)(=O)c1ccc(-c2nc3ccc(C4CCNCC4)cc3o2)c(F)c1, predict the reactants needed to synthesize it. The reactants are: CC(C)(C)OC(=O)N1CCC(c2ccc3nc(-c4ccc(S(C)(=O)=O)cc4F)oc3c2)CC1. (8) Given the product CCCC(=O)N[C@@H](C)[C@H](Oc1ccc2c(cnn2-c2ccc(F)cc2)c1)c1ccccc1, predict the reactants needed to synthesize it. The reactants are: CCCC(=O)Cl.C[C@@H](N)[C@@H](Oc1ccc2c(cnn2-c2ccc(F)cc2)c1)c1ccccc1.